Dataset: Forward reaction prediction with 1.9M reactions from USPTO patents (1976-2016). Task: Predict the product of the given reaction. (1) Given the reactants Br[C:2]1[CH:7]=[C:6]([F:8])[C:5]([F:9])=[CH:4][C:3]=1[CH3:10].[OH:11][C:12]1[CH:17]=[CH:16][C:15](B(O)O)=[CH:14][CH:13]=1.C(=O)([O-])[O-].[K+].[K+], predict the reaction product. The product is: [F:9][C:5]1[C:6]([F:8])=[CH:7][C:2]([C:15]2[CH:16]=[CH:17][C:12]([OH:11])=[CH:13][CH:14]=2)=[C:3]([CH3:10])[CH:4]=1. (2) Given the reactants [CH2:1]([O:3][C:4]([C:6]1[S:10][C:9]([NH:11][C:12]2[CH:17]=[C:16]([O:18][CH2:19][C:20]3[CH:25]=[CH:24][CH:23]=[CH:22][CH:21]=3)[CH:15]=[CH:14][C:13]=2[N+:26]([O-])=O)=[N:8][C:7]=1[C:29]1[CH:34]=[CH:33][CH:32]=[C:31]([Cl:35])[CH:30]=1)=[O:5])[CH3:2].Cl, predict the reaction product. The product is: [CH2:1]([O:3][C:4]([C:6]1[S:10][C:9]([NH:11][C:12]2[CH:17]=[C:16]([O:18][CH2:19][C:20]3[CH:25]=[CH:24][CH:23]=[CH:22][CH:21]=3)[CH:15]=[CH:14][C:13]=2[NH2:26])=[N:8][C:7]=1[C:29]1[CH:34]=[CH:33][CH:32]=[C:31]([Cl:35])[CH:30]=1)=[O:5])[CH3:2].